This data is from Carcinogenicity classification data from Lagunin et al.. The task is: Regression/Classification. Given a drug SMILES string, predict its toxicity properties. Task type varies by dataset: regression for continuous values (e.g., LD50, hERG inhibition percentage) or binary classification for toxic/non-toxic outcomes (e.g., AMES mutagenicity, cardiotoxicity, hepatotoxicity). Dataset: carcinogens_lagunin. The compound is CN(C)CCOC(C)(c1ccccc1)c1ccccn1. The result is 0 (non-carcinogenic).